From a dataset of Peptide-MHC class I binding affinity with 185,985 pairs from IEDB/IMGT. Regression. Given a peptide amino acid sequence and an MHC pseudo amino acid sequence, predict their binding affinity value. This is MHC class I binding data. (1) The peptide sequence is FQQTNAMVT. The MHC is HLA-A02:01 with pseudo-sequence HLA-A02:01. The binding affinity (normalized) is 0.140. (2) The peptide sequence is EEITPHCAL. The MHC is BoLA-T2b with pseudo-sequence BoLA-T2b. The binding affinity (normalized) is 0.626.